This data is from Peptide-MHC class I binding affinity with 185,985 pairs from IEDB/IMGT. The task is: Regression. Given a peptide amino acid sequence and an MHC pseudo amino acid sequence, predict their binding affinity value. This is MHC class I binding data. (1) The peptide sequence is QPLSQVSF. The MHC is HLA-B53:01 with pseudo-sequence HLA-B53:01. The binding affinity (normalized) is 0.0266. (2) The peptide sequence is INQPFITM. The MHC is H-2-Kb with pseudo-sequence H-2-Kb. The binding affinity (normalized) is 0.459. (3) The peptide sequence is RLIVLFEVF. The MHC is HLA-A32:01 with pseudo-sequence HLA-A32:01. The binding affinity (normalized) is 0.765. (4) The peptide sequence is HPALVFDITK. The MHC is HLA-B44:02 with pseudo-sequence HLA-B44:02. The binding affinity (normalized) is 0. (5) The peptide sequence is DHQAAFQYI. The MHC is HLA-B35:03 with pseudo-sequence HLA-B35:03. The binding affinity (normalized) is 0. (6) The peptide sequence is RGPNVVTL. The MHC is H-2-Db with pseudo-sequence H-2-Db. The binding affinity (normalized) is 0.157. (7) The peptide sequence is TGIAIIAYI. The MHC is HLA-A66:01 with pseudo-sequence HLA-A66:01. The binding affinity (normalized) is 0.213.